Dataset: Forward reaction prediction with 1.9M reactions from USPTO patents (1976-2016). Task: Predict the product of the given reaction. Given the reactants Br[C:2]1[N:3]=[N:4][C:5]([C:8]2[S:9][C:10]([C:13]#[N:14])=[CH:11][N:12]=2)=[CH:6][N:7]=1.[F:15][CH:16]([F:28])[O:17][C:18]1[C:19]([C:24]([NH2:27])([CH3:26])[CH3:25])=[N:20][CH:21]=[CH:22][CH:23]=1, predict the reaction product. The product is: [F:28][CH:16]([F:15])[O:17][C:18]1[C:19]([C:24]([NH:27][C:2]2[N:3]=[N:4][C:5]([C:8]3[S:9][C:10]([C:13]#[N:14])=[CH:11][N:12]=3)=[CH:6][N:7]=2)([CH3:25])[CH3:26])=[N:20][CH:21]=[CH:22][CH:23]=1.